This data is from Full USPTO retrosynthesis dataset with 1.9M reactions from patents (1976-2016). The task is: Predict the reactants needed to synthesize the given product. (1) Given the product [CH2:1]([O:3][C:4](=[O:23])[C:5]1[C:10]([C:26]#[C:25][CH2:24][O:27][CH3:28])=[CH:9][C:8]([C:12]2[C:17]([CH2:18][CH3:19])=[CH:16][CH:15]=[CH:14][C:13]=2[CH2:20][CH3:21])=[N:7][C:6]=1[CH3:22])[CH3:2], predict the reactants needed to synthesize it. The reactants are: [CH2:1]([O:3][C:4](=[O:23])[C:5]1[C:10](Br)=[CH:9][C:8]([C:12]2[C:17]([CH2:18][CH3:19])=[CH:16][CH:15]=[CH:14][C:13]=2[CH2:20][CH3:21])=[N:7][C:6]=1[CH3:22])[CH3:2].[CH2:24]([O:27][CH3:28])[C:25]#[CH:26]. (2) Given the product [Br:19][C:20]1[S:24][C:23]2=[C:25]([C:4]([C:5]3[CH:6]=[N:7][CH:8]=[CH:9][CH:10]=3)=[O:11])[N:26]=[CH:27][N:22]2[CH:21]=1, predict the reactants needed to synthesize it. The reactants are: C(N(CC)[C:4](=[O:11])[C:5]1[CH:10]=[CH:9][CH:8]=[N:7][CH:6]=1)C.P(Cl)(Cl)(Cl)=O.[Br:19][C:20]1[S:24][C:23]2=[CH:25][N:26]=[CH:27][N:22]2[CH:21]=1.C([O-])(=O)C.[Na+]. (3) Given the product [CH2:4]([C:8]1[CH:13]=[C:12]([CH3:14])[C:11]([NH:15][C:16]([NH:18][C:19]2[CH:24]=[C:23]([F:25])[CH:22]=[CH:21][C:20]=2[C:26]([NH:28][C@@H:29]([CH:34]2[CH2:35][CH2:36][CH2:37][CH2:38][CH2:39]2)[C:30]([OH:32])=[O:31])=[O:27])=[O:17])=[C:10]([CH3:40])[CH:9]=1)[CH2:5][CH2:6][CH3:7], predict the reactants needed to synthesize it. The reactants are: O.[OH-].[Li+].[CH2:4]([C:8]1[CH:13]=[C:12]([CH3:14])[C:11]([NH:15][C:16]([NH:18][C:19]2[CH:24]=[C:23]([F:25])[CH:22]=[CH:21][C:20]=2[C:26]([NH:28][C@@H:29]([CH:34]2[CH2:39][CH2:38][CH2:37][CH2:36][CH2:35]2)[C:30]([O:32]C)=[O:31])=[O:27])=[O:17])=[C:10]([CH3:40])[CH:9]=1)[CH2:5][CH2:6][CH3:7].CO.Cl. (4) Given the product [F:1][C:2]1[C:7]([F:8])=[CH:6][C:5]([C:9]2[CH:10]=[CH:11][C:12]([O:15][CH2:16][C:17]3[CH:25]=[CH:24][CH:23]=[C:22]4[C:18]=3[CH:19]=[N:20][NH:21]4)=[CH:13][CH:14]=2)=[C:4]([O:32][CH3:33])[CH:3]=1, predict the reactants needed to synthesize it. The reactants are: [F:1][C:2]1[C:7]([F:8])=[CH:6][C:5]([C:9]2[CH:14]=[CH:13][C:12]([O:15][CH2:16][C:17]3[CH:25]=[CH:24][CH:23]=[C:22]4[C:18]=3[CH:19]=[N:20][N:21]4C3CCCCO3)=[CH:11][CH:10]=2)=[C:4]([O:32][CH3:33])[CH:3]=1.Cl.CCOC(C)=O.O. (5) Given the product [CH2:17]([O:16][C:11]1[C:10]([C:24]([F:27])([F:26])[F:25])=[C:9]([O:8][CH2:1][C:2]2[CH:7]=[CH:6][CH:5]=[CH:4][CH:3]=2)[CH:14]=[CH:13][C:12]=1[C:33](=[O:35])[CH3:34])[C:18]1[CH:23]=[CH:22][CH:21]=[CH:20][CH:19]=1, predict the reactants needed to synthesize it. The reactants are: [CH2:1]([O:8][C:9]1[CH:14]=[CH:13][C:12](Br)=[C:11]([O:16][CH2:17][C:18]2[CH:23]=[CH:22][CH:21]=[CH:20][CH:19]=2)[C:10]=1[C:24]([F:27])([F:26])[F:25])[C:2]1[CH:7]=[CH:6][CH:5]=[CH:4][CH:3]=1.C([Sn](CCCC)(CCCC)[C:33]([O:35]CC)=[CH2:34])CCC. (6) Given the product [CH3:1][O:2][C:3](=[O:20])[C:4]1[CH:9]=[CH:8][CH:7]=[N:6][C:5]=1[NH:10][CH2:11][C:13]1[CH:18]=[CH:17][N:16]=[C:15]([Cl:19])[CH:14]=1, predict the reactants needed to synthesize it. The reactants are: [CH3:1][O:2][C:3](=[O:20])[C:4]1[CH:9]=[CH:8][CH:7]=[N:6][C:5]=1[NH:10][C:11]([C:13]1[CH:18]=[CH:17][N:16]=[C:15]([Cl:19])[CH:14]=1)=O.B.CSC.CO. (7) Given the product [CH3:1][O:2][C:3](=[O:25])[NH:4][CH2:5][CH2:6][CH2:7][N:8]1[C:12]([C:13]2[CH:18]=[CH:17][CH:16]=[CH:15][N:14]=2)=[CH:11][C:10]([C:19](=[O:24])[CH3:26])=[N:9]1, predict the reactants needed to synthesize it. The reactants are: [CH3:1][O:2][C:3](=[O:25])[NH:4][CH2:5][CH2:6][CH2:7][N:8]1[C:12]([C:13]2[CH:18]=[CH:17][CH:16]=[CH:15][N:14]=2)=[CH:11][C:10]([C:19](=[O:24])N(OC)C)=[N:9]1.[CH2:26](OCC)C.C[Mg]Br.[Cl-].[NH4+].